Dataset: Reaction yield outcomes from USPTO patents with 853,638 reactions. Task: Predict the reaction yield, written as a fraction of the theoretical maximum amount of product (1.0 means a 100% yield; for example, 0.34 means a 34% yield). The reactants are C([O:3][C:4]([C:6]1[N:7]([CH2:27][CH2:28][CH2:29][O:30][CH3:31])[C:8]2[C:16]([CH:17]=1)=[C:15]1[C:11]([C:12](=[O:19])[NH:13][C:14]1=[O:18])=[C:10]([C:20]1[CH:25]=[CH:24][CH:23]=[CH:22][C:21]=1[Cl:26])[CH:9]=2)=[O:5])C.CC(C)([O-])C.[K+]. The catalyst is C(O)(C)(C)C. The product is [Cl:26][C:21]1[CH:22]=[CH:23][CH:24]=[CH:25][C:20]=1[C:10]1[CH:9]=[C:8]2[C:16]([CH:17]=[C:6]([C:4]([OH:5])=[O:3])[N:7]2[CH2:27][CH2:28][CH2:29][O:30][CH3:31])=[C:15]2[C:11]=1[C:12](=[O:19])[NH:13][C:14]2=[O:18]. The yield is 0.980.